Dataset: Catalyst prediction with 721,799 reactions and 888 catalyst types from USPTO. Task: Predict which catalyst facilitates the given reaction. (1) Reactant: [H-].[Na+].[I:3][C:4]1[CH:5]=[C:6]2[C:10](=[CH:11][CH:12]=1)[NH:9][C:8](=[O:13])[C:7]2=[O:14].Br[CH2:16][CH2:17][CH2:18][CH2:19][CH2:20][CH2:21][CH3:22].[Cl-].[NH4+]. Product: [I:3][C:4]1[CH:5]=[C:6]2[C:10](=[CH:11][CH:12]=1)[N:9]([CH2:16][CH2:17][CH2:18][CH2:19][CH2:20][CH2:21][CH3:22])[C:8](=[O:13])[C:7]2=[O:14]. The catalyst class is: 9. (2) Reactant: [NH2:1][C:2]1[C:3]([C:23](=[NH:26])[NH:24]O)=[C:4]([CH:20]=[CH:21][CH:22]=1)[O:5][CH2:6][C:7]1([C:14]([NH:16][CH:17]([CH3:19])[CH3:18])=[O:15])[CH2:12][CH2:11][CH2:10][NH:9][C:8]1=[O:13]. Product: [NH2:1][C:2]1[C:3]([C:23](=[NH:24])[NH2:26])=[C:4]([CH:20]=[CH:21][CH:22]=1)[O:5][CH2:6][C:7]1([C:14]([NH:16][CH:17]([CH3:18])[CH3:19])=[O:15])[CH2:12][CH2:11][CH2:10][NH:9][C:8]1=[O:13]. The catalyst class is: 183.